Dataset: Forward reaction prediction with 1.9M reactions from USPTO patents (1976-2016). Task: Predict the product of the given reaction. Given the reactants Cl[C:2]1[CH:7]=[C:6]([Cl:8])[N:5]=[C:4]([CH3:9])[N:3]=1.[Cl:10][C:11]1[N:12]=[C:13]2[CH:18]=[CH:17][CH:16]=[N:15][N:14]2[CH:19]=1.C1(P(C2C=CC=CC=2)C2C=CC=CC=2)C=CC=CC=1.C(=O)([O-])[O-].[K+].[K+], predict the reaction product. The product is: [Cl:10][C:11]1[N:12]=[C:13]2[CH:18]=[CH:17][CH:16]=[N:15][N:14]2[C:19]=1[C:2]1[CH:7]=[C:6]([Cl:8])[N:5]=[C:4]([CH3:9])[N:3]=1.